Dataset: Full USPTO retrosynthesis dataset with 1.9M reactions from patents (1976-2016). Task: Predict the reactants needed to synthesize the given product. (1) Given the product [Br:1][C:2]1[CH:3]=[C:4]2[C:9](=[CH:10][CH:11]=1)[C:8](=[O:12])[CH2:7][C:5]2([CH3:13])[CH3:14], predict the reactants needed to synthesize it. The reactants are: [Br:1][C:2]1[CH:3]=[C:4]2[C:9](=[CH:10][CH:11]=1)[C:8](=[O:12])[CH2:7]C[C:5]2([CH3:14])[CH3:13].BrC1C=C2C(CCC2(C)C)=CC=1. (2) Given the product [CH3:9][N:8]([CH2:10][C:11]1[CH:12]=[C:13]([C:28]2[CH:33]=[CH:32][CH:31]=[CH:30][CH:29]=2)[N:14]([S:16]([C:19]2[CH:27]=[CH:26][CH:25]=[C:21]([C:22]([N:34]3[CH2:39][CH2:38][O:37][CH2:36][CH2:35]3)=[O:24])[CH:20]=2)(=[O:18])=[O:17])[CH:15]=1)[C:6](=[O:7])[O:5][C:1]([CH3:3])([CH3:2])[CH3:4], predict the reactants needed to synthesize it. The reactants are: [C:1]([O:5][C:6]([N:8]([CH2:10][C:11]1[CH:12]=[C:13]([C:28]2[CH:33]=[CH:32][CH:31]=[CH:30][CH:29]=2)[N:14]([S:16]([C:19]2[CH:20]=[C:21]([CH:25]=[CH:26][CH:27]=2)[C:22]([OH:24])=O)(=[O:18])=[O:17])[CH:15]=1)[CH3:9])=[O:7])([CH3:4])([CH3:3])[CH3:2].[NH:34]1[CH2:39][CH2:38][O:37][CH2:36][CH2:35]1. (3) Given the product [ClH:1].[ClH:1].[CH2:38]([N:25]([CH2:23][CH3:24])[CH2:26][CH2:27][NH:28][C:29](=[O:37])[C:30]1[CH:35]=[CH:34][C:33]([I:36])=[N:32][CH:31]=1)[CH3:39], predict the reactants needed to synthesize it. The reactants are: [ClH:1].C(N(CC)CCNC(C1C=CC2C(=CC=C(I)C=2)C=1)=O)C.[CH2:23]([N:25]([CH2:38][CH3:39])[CH2:26][CH2:27][NH:28][C:29](=[O:37])[C:30]1[CH:35]=[CH:34][C:33]([I:36])=[N:32][CH:31]=1)[CH3:24].[K+].[Br-]. (4) Given the product [C:1]([O:5][C:6]([NH:8][CH2:9][C:10]1[CH:11]=[CH:12][C:13]([CH2:16][C:17](=[O:19])[NH:48][C@H:43]([CH3:42])[C:44]([F:47])([F:46])[F:45])=[CH:14][CH:15]=1)=[O:7])([CH3:2])([CH3:3])[CH3:4], predict the reactants needed to synthesize it. The reactants are: [C:1]([O:5][C:6]([NH:8][CH2:9][C:10]1[CH:15]=[CH:14][C:13]([CH2:16][C:17]([OH:19])=O)=[CH:12][CH:11]=1)=[O:7])([CH3:4])([CH3:3])[CH3:2].C(N(CC)CC)C.C(Cl)CCl.C1C=CC2N(O)N=NC=2C=1.Cl.[CH3:42][C@@H:43]([NH2:48])[C:44]([F:47])([F:46])[F:45]. (5) Given the product [CH2:29]([S:31]([C:2]1[CH:3]=[C:4]2[C:9](=[CH:10][C:11]=1[O:12][CH3:13])[N:8]=[C:7]([C:14]1[CH:19]=[CH:18][CH:17]=[C:16]([C:20]([F:23])([F:22])[F:21])[CH:15]=1)[C:6]([CH3:24])=[C:5]2[C:25]([O:27][CH3:28])=[O:26])(=[O:33])=[O:32])[CH3:30], predict the reactants needed to synthesize it. The reactants are: Br[C:2]1[CH:3]=[C:4]2[C:9](=[CH:10][C:11]=1[O:12][CH3:13])[N:8]=[C:7]([C:14]1[CH:19]=[CH:18][CH:17]=[C:16]([C:20]([F:23])([F:22])[F:21])[CH:15]=1)[C:6]([CH3:24])=[C:5]2[C:25]([O:27][CH3:28])=[O:26].[CH2:29]([S:31]([OH:33])=[O:32])[CH3:30].[Na].IC.